This data is from Catalyst prediction with 721,799 reactions and 888 catalyst types from USPTO. The task is: Predict which catalyst facilitates the given reaction. (1) Reactant: [H-].[Al+3].[Li+].[H-].[H-].[H-].C[O-].[Na+].[CH3:10][C@:11]12[C:19]([C:20]3([CH2:23][C:24]#[C:25][C:26]([OH:35])([C:31]([F:34])([F:33])[F:32])[C:27]([F:30])([F:29])[F:28])[CH2:22][CH2:21]3)=[CH:18][CH2:17][C@H:16]1[C@@H:15]([OH:36])[CH2:14][CH2:13][CH2:12]2. Product: [CH3:10][C@:11]12[C:19]([C:20]3([CH2:23]/[CH:24]=[CH:25]/[C:26]([OH:35])([C:31]([F:32])([F:33])[F:34])[C:27]([F:29])([F:30])[F:28])[CH2:22][CH2:21]3)=[CH:18][CH2:17][C@H:16]1[C@@H:15]([OH:36])[CH2:14][CH2:13][CH2:12]2. The catalyst class is: 7. (2) Reactant: [OH:1][CH:2]([C:11]1[CH:16]=[CH:15][C:14]([C:17]2[N:21]=[C:20]([C:22]3[O:26][N:25]=[C:24]([C:27]4[CH:32]=[CH:31][CH:30]=[CH:29][CH:28]=4)[C:23]=3[C:33]([F:36])([F:35])[F:34])[O:19][N:18]=2)=[CH:13][CH:12]=1)[C:3]([NH:5][CH2:6][CH2:7][C:8](O)=[O:9])=[O:4].Cl.[CH2:38]([NH2:40])[CH3:39].CN1CCOCC1.CN(C(ON1N=NC2C=CC=NC1=2)=[N+](C)C)C.F[P-](F)(F)(F)(F)F. Product: [CH2:38]([NH:40][C:8](=[O:9])[CH2:7][CH2:6][NH:5][C:3](=[O:4])[CH:2]([OH:1])[C:11]1[CH:12]=[CH:13][C:14]([C:17]2[N:21]=[C:20]([C:22]3[O:26][N:25]=[C:24]([C:27]4[CH:28]=[CH:29][CH:30]=[CH:31][CH:32]=4)[C:23]=3[C:33]([F:36])([F:34])[F:35])[O:19][N:18]=2)=[CH:15][CH:16]=1)[CH3:39]. The catalyst class is: 3. (3) Reactant: [OH:1][C:2]1[CH:10]=[CH:9][C:5]([C:6]([OH:8])=[O:7])=[CH:4][CH:3]=1.Cl[CH2:12][CH2:13][O:14][CH3:15].[OH-].[K+].Cl. Product: [CH3:15][O:14][CH2:13][CH2:12][O:1][C:2]1[CH:10]=[CH:9][C:5]([C:6]([OH:8])=[O:7])=[CH:4][CH:3]=1. The catalyst class is: 40.